From a dataset of Forward reaction prediction with 1.9M reactions from USPTO patents (1976-2016). Predict the product of the given reaction. (1) The product is: [C:1]([O:5][C:6](=[O:7])[N:8]([CH:9]1[CH2:10][CH2:11][CH:12]([N:15]([CH2:30][C:31]2[CH:32]=[C:33]([C:39]3[CH:44]=[CH:43][N:42]=[C:41]([C:45](=[O:47])[NH2:50])[CH:40]=3)[CH:34]=[CH:35][C:36]=2[O:37][CH3:38])[C:16]([C:18]2[S:22][C:21]3[C:23]([F:28])=[CH:24][CH:25]=[C:26]([F:27])[C:20]=3[C:19]=2[Cl:29])=[O:17])[CH2:13][CH2:14]1)[CH3:49])([CH3:2])([CH3:3])[CH3:4]. Given the reactants [C:1]([O:5][C:6]([N:8]([CH3:49])[CH:9]1[CH2:14][CH2:13][CH:12]([N:15]([CH2:30][C:31]2[CH:32]=[C:33]([C:39]3[CH:44]=[CH:43][N:42]=[C:41]([C:45]([O:47]C)=O)[CH:40]=3)[CH:34]=[CH:35][C:36]=2[O:37][CH3:38])[C:16]([C:18]2[S:22][C:21]3[C:23]([F:28])=[CH:24][CH:25]=[C:26]([F:27])[C:20]=3[C:19]=2[Cl:29])=[O:17])[CH2:11][CH2:10]1)=[O:7])([CH3:4])([CH3:3])[CH3:2].[NH3:50], predict the reaction product. (2) Given the reactants [CH2:1]([N:8]([C:52]([O:54][CH2:55][C:56]1[CH:61]=[CH:60][CH:59]=[CH:58][CH:57]=1)=[O:53])[CH2:9][CH2:10][N:11]1[C:16]2[CH:17]=[C:18]([C:25]([N:27]([CH:41]([CH3:43])[CH3:42])[C@@H:28]3[CH2:33][CH2:32][CH2:31][N:30]([C:34]([O:36][C:37]([CH3:40])([CH3:39])[CH3:38])=[O:35])[CH2:29]3)=[O:26])[C:19]([C:21]([F:24])([F:23])[F:22])=[CH:20][C:15]=2[O:14][C:13]([CH3:50])([CH2:44][O:45]S(C)(=O)=O)[C:12]1=[O:51])[C:2]1[CH:7]=[CH:6][CH:5]=[CH:4][CH:3]=1.[C:62]1(O)[CH:67]=[CH:66][CH:65]=[CH:64][CH:63]=1.C(=O)([O-])[O-].[Cs+].[Cs+].O, predict the reaction product. The product is: [CH2:1]([N:8]([C:52]([O:54][CH2:55][C:56]1[CH:61]=[CH:60][CH:59]=[CH:58][CH:57]=1)=[O:53])[CH2:9][CH2:10][N:11]1[C:16]2[CH:17]=[C:18]([C:25]([N:27]([CH:41]([CH3:43])[CH3:42])[C@@H:28]3[CH2:33][CH2:32][CH2:31][N:30]([C:34]([O:36][C:37]([CH3:40])([CH3:39])[CH3:38])=[O:35])[CH2:29]3)=[O:26])[C:19]([C:21]([F:24])([F:23])[F:22])=[CH:20][C:15]=2[O:14][C:13]([CH3:50])([CH2:44][O:45][C:62]2[CH:67]=[CH:66][CH:65]=[CH:64][CH:63]=2)[C:12]1=[O:51])[C:2]1[CH:7]=[CH:6][CH:5]=[CH:4][CH:3]=1. (3) Given the reactants Br[C:2]1[C:10]2[C:9]([C:11]3[CH:16]=[CH:15][C:14]([CH3:17])=[CH:13][C:12]=3[CH3:18])=[N:8][CH:7]=[N:6][C:5]=2[N:4]([CH2:19][O:20][CH2:21][CH2:22][Si:23]([CH3:26])([CH3:25])[CH3:24])[CH:3]=1.[C:27](=[O:29])=[O:28], predict the reaction product. The product is: [CH3:18][C:12]1[CH:13]=[C:14]([CH3:17])[CH:15]=[CH:16][C:11]=1[C:9]1[C:10]2[C:2]([C:27]([OH:29])=[O:28])=[CH:3][N:4]([CH2:19][O:20][CH2:21][CH2:22][Si:23]([CH3:26])([CH3:25])[CH3:24])[C:5]=2[N:6]=[CH:7][N:8]=1. (4) Given the reactants [NH:1]1[C:9]2[C:4](=[CH:5][C:6]([C:10](=[O:12])[CH3:11])=[CH:7][CH:8]=2)[CH:3]=[CH:2]1.IC.[C:15](=O)([O-])[O-].[Cs+].[Cs+], predict the reaction product. The product is: [CH3:15][N:1]1[C:9]2[C:4](=[CH:5][C:6]([C:10](=[O:12])[CH3:11])=[CH:7][CH:8]=2)[CH:3]=[CH:2]1. (5) Given the reactants [CH3:1][O:2][C:3]1[CH:11]=[CH:10][C:9]2[N:8]3[CH2:12][CH2:13][N:14](C=O)[C:15](=[O:16])[C:7]3=[C:6]([CH:19]=[O:20])[C:5]=2[CH:4]=1.ClCCl, predict the reaction product. The product is: [CH3:1][O:2][C:3]1[CH:11]=[CH:10][C:9]2[N:8]3[CH2:12][CH2:13][NH:14][C:15](=[O:16])[C:7]3=[C:6]([CH:19]=[O:20])[C:5]=2[CH:4]=1. (6) Given the reactants [CH:1]1([N:4]2[C:8]3[C:9]([O:22][C@@H:23]([C@H:25]4[CH2:29][NH:28][C:27](=[O:30])[CH2:26]4)[CH3:24])=[N:10][C:11](B4OC(C)(C)C(C)(C)O4)=[CH:12][C:7]=3[N:6]=[CH:5]2)[CH2:3][CH2:2]1.Br[C:32]1[S:36][C:35]([C:37]([CH3:40])([CH3:39])[CH3:38])=[N:34][CH:33]=1.C([O-])([O-])=O.[Na+].[Na+].N#N, predict the reaction product. The product is: [C:37]([C:35]1[S:36][C:32]([C:11]2[N:10]=[C:9]([O:22][C@@H:23]([C@H:25]3[CH2:29][NH:28][C:27](=[O:30])[CH2:26]3)[CH3:24])[C:8]3[N:4]([CH:1]4[CH2:2][CH2:3]4)[CH:5]=[N:6][C:7]=3[CH:12]=2)=[CH:33][N:34]=1)([CH3:40])([CH3:39])[CH3:38]. (7) Given the reactants Cl[C:2]1[C:11]2[C:6](=[CH:7][CH:8]=[C:9]([CH3:12])[CH:10]=2)[N:5]=[C:4]([N:13]2[CH2:19][C:18]3[CH:20]=[CH:21][CH:22]=[CH:23][C:17]=3[S:16](=[O:25])(=[O:24])[CH:15]([CH3:26])[CH2:14]2)[CH:3]=1.[NH2:27][CH2:28][C:29]1([NH2:33])[CH2:32][O:31][CH2:30]1, predict the reaction product. The product is: [NH2:33][C:29]1([CH2:28][NH:27][C:2]2[C:11]3[C:6](=[CH:7][CH:8]=[C:9]([CH3:12])[CH:10]=3)[N:5]=[C:4]([N:13]3[CH2:19][C:18]4[CH:20]=[CH:21][CH:22]=[CH:23][C:17]=4[S:16](=[O:25])(=[O:24])[CH:15]([CH3:26])[CH2:14]3)[CH:3]=2)[CH2:32][O:31][CH2:30]1. (8) Given the reactants [ClH:1].[CH:2]1([O:7][C:8]2[CH:15]=[C:14]([O:16][CH3:17])[CH:13]=[CH:12][C:9]=2[C:10]#[N:11])[CH2:6][CH2:5][CH2:4][CH2:3]1.[CH2:18]([OH:20])[CH3:19], predict the reaction product. The product is: [ClH:1].[CH:2]1([O:7][C:8]2[CH:15]=[C:14]([O:16][CH3:17])[CH:13]=[CH:12][C:9]=2[C:10](=[NH:11])[O:20][CH2:18][CH3:19])[CH2:3][CH2:4][CH2:5][CH2:6]1. (9) Given the reactants [CH2:1]([C:3]1[S:7][C:6]([NH:8][S:9]([C:12]2[CH:17]=[CH:16][C:15]([NH:18]C(=O)C)=[CH:14][CH:13]=2)(=[O:11])=[O:10])=[N:5][N:4]=1)[CH3:2].C([O-])([O-])=O.[Na+].[Na+], predict the reaction product. The product is: [NH2:18][C:15]1[CH:16]=[CH:17][C:12]([S:9]([NH:8][C:6]2[S:7][C:3]([CH2:1][CH3:2])=[N:4][N:5]=2)(=[O:11])=[O:10])=[CH:13][CH:14]=1.